From a dataset of Full USPTO retrosynthesis dataset with 1.9M reactions from patents (1976-2016). Predict the reactants needed to synthesize the given product. (1) Given the product [CH3:20][C:18]1[CH:19]=[C:14]([CH:12]([N:9]2[C:10](=[O:11])[C:6]3[CH:5]=[CH:4][N:3]=[C:2]([C:27]#[N:28])[C:7]=3[CH2:8]2)[CH3:13])[CH:15]=[N:16][C:17]=1[O:21][CH2:22][C:23]([F:26])([F:25])[F:24], predict the reactants needed to synthesize it. The reactants are: Cl[C:2]1[C:7]2[CH2:8][N:9]([CH:12]([C:14]3[CH:15]=[N:16][C:17]([O:21][CH2:22][C:23]([F:26])([F:25])[F:24])=[C:18]([CH3:20])[CH:19]=3)[CH3:13])[C:10](=[O:11])[C:6]=2[CH:5]=[CH:4][N:3]=1.[CH3:27][N:28](C=O)C. (2) Given the product [Br:1][C:2]1[C:3]([CH2:10][Br:18])=[N:4][C:5]([CH3:9])=[CH:6][C:7]=1[CH3:8], predict the reactants needed to synthesize it. The reactants are: [Br:1][C:2]1[C:3]([CH3:10])=[N:4][C:5]([CH3:9])=[CH:6][C:7]=1[CH3:8].C1C(=O)N([Br:18])C(=O)C1.C(OOC(=O)C1C=CC=CC=1)(=O)C1C=CC=CC=1. (3) The reactants are: [CH2:1]([O:3][C:4](=[O:31])[C@@H:5]([CH3:30])[CH2:6][CH:7]([NH:22]C(OC(C)(C)C)=O)[CH2:8][C:9]1[CH:14]=[CH:13][C:12]([C:15]2[CH:20]=[CH:19][CH:18]=[C:17]([Cl:21])[CH:16]=2)=[CH:11][CH:10]=1)[CH3:2].Cl. Given the product [ClH:21].[CH2:1]([O:3][C:4](=[O:31])[C@@H:5]([CH3:30])[CH2:6][CH:7]([NH2:22])[CH2:8][C:9]1[CH:14]=[CH:13][C:12]([C:15]2[CH:20]=[CH:19][CH:18]=[C:17]([Cl:21])[CH:16]=2)=[CH:11][CH:10]=1)[CH3:2], predict the reactants needed to synthesize it. (4) Given the product [C:16]([C:14]1[CH:13]=[C:12]([N+:20]([O-:22])=[O:21])[C:11]([O:23][CH3:24])=[C:10]([CH2:9][S:2][CH3:1])[CH:15]=1)([CH3:17])([CH3:18])[CH3:19], predict the reactants needed to synthesize it. The reactants are: [CH3:1][S-:2].[Na+].CS(O[CH2:9][C:10]1[CH:15]=[C:14]([C:16]([CH3:19])([CH3:18])[CH3:17])[CH:13]=[C:12]([N+:20]([O-:22])=[O:21])[C:11]=1[O:23][CH3:24])(=O)=O.